The task is: Predict which catalyst facilitates the given reaction.. This data is from Catalyst prediction with 721,799 reactions and 888 catalyst types from USPTO. (1) Reactant: [C:1]([O:4][CH:5]1[C:14]2[C:9](=[N:10][C:11]([C:22]3[CH:27]=[CH:26][C:25]([CH3:28])=[CH:24][CH:23]=3)=[C:12]([C:15]3[CH:20]=[CH:19][C:18]([CH3:21])=[CH:17][CH:16]=3)[N:13]=2)[NH:8][CH2:7][CH2:6]1)(=[O:3])[CH3:2].O=[CH:30][CH2:31][CH2:32][CH2:33][CH2:34][CH2:35][C:36]([O:38][CH2:39][CH3:40])=[O:37].C(O[BH-](OC(=O)C)OC(=O)C)(=O)C.[Na+].O. Product: [C:1]([O:4][CH:5]1[C:14]2[C:9](=[N:10][C:11]([C:22]3[CH:23]=[CH:24][C:25]([CH3:28])=[CH:26][CH:27]=3)=[C:12]([C:15]3[CH:20]=[CH:19][C:18]([CH3:21])=[CH:17][CH:16]=3)[N:13]=2)[N:8]([CH2:30][CH2:31][CH2:32][CH2:33][CH2:34][CH2:35][C:36]([O:38][CH2:39][CH3:40])=[O:37])[CH2:7][CH2:6]1)(=[O:3])[CH3:2]. The catalyst class is: 26. (2) Reactant: C(=O)(O)[O-].[Na+].[CH3:6][N:7]1[CH2:13][CH2:12][CH2:11][NH:10][CH2:9][CH2:8]1.[F:14][C:15]1[C:21](F)=[CH:20][C:18]([NH2:19])=[C:17]([N+:23]([O-:25])=[O:24])[CH:16]=1.O. Product: [F:14][C:15]1[C:21]([N:10]2[CH2:11][CH2:12][CH2:13][N:7]([CH3:6])[CH2:8][CH2:9]2)=[CH:20][C:18]([NH2:19])=[C:17]([N+:23]([O-:25])=[O:24])[CH:16]=1. The catalyst class is: 3.